This data is from Forward reaction prediction with 1.9M reactions from USPTO patents (1976-2016). The task is: Predict the product of the given reaction. (1) Given the reactants [CH3:1][CH:2]1[N:8]2[C:9]3[N:15]=[C:14]([C:16]([OH:18])=O)[CH:13]=[CH:12][C:10]=3[CH:11]=[C:7]2[C:6](=[O:19])[NH:5][CH2:4][CH2:3]1.ClC(N(C)C)=C(C)C.[CH2:28]([C:35]1[O:39][N:38]=[C:37]([NH2:40])[CH:36]=1)[C:29]1[CH:34]=[CH:33][CH:32]=[CH:31][CH:30]=1.N1C=CC=CC=1, predict the reaction product. The product is: [CH2:28]([C:35]1[O:39][N:38]=[C:37]([NH:40][C:16]([C:14]2[CH:13]=[CH:12][C:10]3[CH:11]=[C:7]4[C:6](=[O:19])[NH:5][CH2:4][CH2:3][CH:2]([CH3:1])[N:8]4[C:9]=3[N:15]=2)=[O:18])[CH:36]=1)[C:29]1[CH:30]=[CH:31][CH:32]=[CH:33][CH:34]=1. (2) Given the reactants Br[C:2]1[CH:7]=[CH:6][C:5]([O:8][CH2:9][C:10]2[CH:15]=[CH:14][C:13]([O:16][CH3:17])=[CH:12][CH:11]=2)=[CH:4][N:3]=1.[CH3:18][C:19]1[S:23][CH:22]=[N:21][CH:20]=1.C([O-])([O-])=O.[Cs+].[Cs+], predict the reaction product. The product is: [CH3:17][O:16][C:13]1[CH:14]=[CH:15][C:10]([CH2:9][O:8][C:5]2[CH:6]=[CH:7][C:2]([C:22]3[S:23][C:19]([CH3:18])=[CH:20][N:21]=3)=[N:3][CH:4]=2)=[CH:11][CH:12]=1. (3) Given the reactants [CH2:1]([O:5][CH2:6][CH2:7][O:8][C:9]1[CH:14]=[CH:13][C:12]([C:15]2[CH:16]=[CH:17][C:18]3[N:24]([C:25](=[O:30])[C:26]([F:29])([F:28])[F:27])[CH2:23][CH2:22][C:21]([C:31](O)=[O:32])=[CH:20][C:19]=3[CH:34]=2)=[CH:11][CH:10]=1)[CH2:2][CH2:3][CH3:4].[NH2:35][C:36]1[CH:41]=[CH:40][C:39]([CH:42]([C:44]2[CH:49]=[CH:48][CH:47]=[CH:46][N:45]=2)[OH:43])=[CH:38][C:37]=1[O:50][CH2:51][CH3:52].O.ON1C2C=CC=CC=2N=N1.Cl.C(N=C=NCCCN(C)C)C, predict the reaction product. The product is: [CH2:1]([O:5][CH2:6][CH2:7][O:8][C:9]1[CH:10]=[CH:11][C:12]([C:15]2[CH:16]=[CH:17][C:18]3[N:24]([C:25](=[O:30])[C:26]([F:28])([F:27])[F:29])[CH2:23][CH2:22][C:21]([C:31]([NH:35][C:36]4[CH:41]=[CH:40][C:39]([CH:42]([OH:43])[C:44]5[CH:49]=[CH:48][CH:47]=[CH:46][N:45]=5)=[CH:38][C:37]=4[O:50][CH2:51][CH3:52])=[O:32])=[CH:20][C:19]=3[CH:34]=2)=[CH:13][CH:14]=1)[CH2:2][CH2:3][CH3:4]. (4) Given the reactants [Br:1][C:2]1[CH:7]=[CH:6][C:5]([S:8](Cl)(=[O:10])=[O:9])=[CH:4][CH:3]=1.[CH:12]1([NH2:18])[CH2:17][CH2:16][CH2:15][CH2:14][CH2:13]1, predict the reaction product. The product is: [Br:1][C:2]1[CH:7]=[CH:6][C:5]([S:8]([NH:18][CH:12]2[CH2:17][CH2:16][CH2:15][CH2:14][CH2:13]2)(=[O:10])=[O:9])=[CH:4][CH:3]=1. (5) Given the reactants [CH3:1][O:2][CH2:3][CH2:4][O:5][C:6]1[CH:7]=[C:8]2[C:12](=[C:13]([N:15]([CH3:25])[S:16]([C:19]3[CH:24]=[CH:23][CH:22]=[CH:21][N:20]=3)(=[O:18])=[O:17])[CH:14]=1)[NH:11][C:10]([C:26](O)=[O:27])=[CH:9]2.[CH2:29]([S:36][C:37]1([CH2:43][NH2:44])[CH2:42][CH2:41][S:40][CH2:39][CH2:38]1)[C:30]1[CH:35]=[CH:34][CH:33]=[CH:32][CH:31]=1.N1(O)C2C=CC=CC=2N=N1.Cl.CN(C)CCCN=C=NCC, predict the reaction product. The product is: [CH2:29]([S:36][C:37]1([CH2:43][NH:44][C:26]([C:10]2[NH:11][C:12]3[C:8]([CH:9]=2)=[CH:7][C:6]([O:5][CH2:4][CH2:3][O:2][CH3:1])=[CH:14][C:13]=3[N:15]([CH3:25])[S:16]([C:19]2[CH:24]=[CH:23][CH:22]=[CH:21][N:20]=2)(=[O:17])=[O:18])=[O:27])[CH2:42][CH2:41][S:40][CH2:39][CH2:38]1)[C:30]1[CH:31]=[CH:32][CH:33]=[CH:34][CH:35]=1.